Dataset: Reaction yield outcomes from USPTO patents with 853,638 reactions. Task: Predict the reaction yield, written as a fraction of the theoretical maximum amount of product (1.0 means a 100% yield; for example, 0.34 means a 34% yield). (1) The reactants are [C:1]([C:5]1[CH:6]=[C:7]2[C:12](=[C:13]([F:15])[CH:14]=1)[C:11](=[O:16])[N:10]([C:17]1[C:22]([CH2:23][OH:24])=[C:21]([Cl:25])[CH:20]=[CH:19][N:18]=1)[N:9]=[CH:8]2)([CH3:4])([CH3:3])[CH3:2].[C:26](OC(=O)C)(=[O:28])[CH3:27]. The catalyst is C(N(CC)CC)C. The product is [C:26]([O:24][CH2:23][C:22]1[C:17]([N:10]2[N:9]=[CH:8][C:7]3[C:12](=[C:13]([F:15])[CH:14]=[C:5]([C:1]([CH3:4])([CH3:2])[CH3:3])[CH:6]=3)[C:11]2=[O:16])=[N:18][CH:19]=[CH:20][C:21]=1[Cl:25])(=[O:28])[CH3:27]. The yield is 0.820. (2) The reactants are [S:1]1[CH:5]=[CH:4][C:3]2[CH:6]=[C:7]([NH2:10])[CH:8]=[CH:9][C:2]1=2.[CH3:11][C:12](=O)[CH2:13][CH2:14][C:15](=O)[CH3:16].C(O)(=O)C. The catalyst is C1C=CC=CC=1.C(OCC)C. The product is [S:1]1[CH:5]=[CH:4][C:3]2[CH:6]=[C:7]([N:10]3[C:15]([CH3:16])=[CH:14][CH:13]=[C:12]3[CH3:11])[CH:8]=[CH:9][C:2]1=2. The yield is 0.970. (3) The reactants are [Cl:1][C:2]1[CH:7]=[CH:6][C:5]([N+:8]([O-:10])=[O:9])=[C:4](F)[CH:3]=1.[NH2:12][CH:13]1[CH2:18][CH2:17][N:16]([C:19]([O:21][CH2:22][CH3:23])=[O:20])[CH2:15][CH2:14]1. The catalyst is CN(C=O)C.C(Cl)Cl. The product is [CH2:22]([O:21][C:19]([N:16]1[CH2:15][CH2:14][CH:13]([NH:12][C:4]2[CH:3]=[C:2]([Cl:1])[CH:7]=[CH:6][C:5]=2[N+:8]([O-:10])=[O:9])[CH2:18][CH2:17]1)=[O:20])[CH3:23]. The yield is 0.810. (4) The reactants are [F:1][CH2:2][CH2:3][NH:4][CH:5]=[C:6]([C:12](=[O:23])[C:13]1[CH:18]=[C:17]([F:19])[C:16]([F:20])=[C:15]([F:21])[C:14]=1F)[C:7]([O:9][CH2:10][CH3:11])=[O:8].[O-]P([O-])([O-])=O.[K+].[K+].[K+]. The catalyst is C(C(C)=O)C. The product is [F:21][C:15]1[CH:14]=[C:13]2[C:18](=[C:17]([F:19])[C:16]=1[F:20])[N:4]([CH2:3][CH2:2][F:1])[CH:5]=[C:6]([C:7]([O:9][CH2:10][CH3:11])=[O:8])[C:12]2=[O:23]. The yield is 0.968. (5) The reactants are [NH2:1][C:2]1[N:7]([CH3:8])[C:6](=[O:9])[N:5]([CH2:10][C:11]2[CH:16]=[CH:15][C:14]([O:17][CH3:18])=[CH:13][CH:12]=2)[C:4](=[O:19])[C:3]=1[NH:20][C:21](=O)[CH2:22][CH2:23][CH2:24][O:25][C:26]1[CH:31]=[CH:30][CH:29]=[C:28]([O:32][C:33]([F:36])([F:35])[F:34])[CH:27]=1.[OH-].[Na+].[Cl-].[NH4+]. The catalyst is C(O)C. The product is [CH3:18][O:17][C:14]1[CH:15]=[CH:16][C:11]([CH2:10][N:5]2[C:4](=[O:19])[C:3]3[NH:20][C:21]([CH2:22][CH2:23][CH2:24][O:25][C:26]4[CH:31]=[CH:30][CH:29]=[C:28]([O:32][C:33]([F:36])([F:35])[F:34])[CH:27]=4)=[N:1][C:2]=3[N:7]([CH3:8])[C:6]2=[O:9])=[CH:12][CH:13]=1. The yield is 0.897. (6) The reactants are [N:1]([C:4]1[CH:5]=[C:6]([CH:26]=[CH:27][CH:28]=1)[C:7]([NH:9][C@@H:10]([CH2:14][CH2:15][CH2:16][CH2:17][NH:18][C:19]([O:21][C:22]([CH3:25])([CH3:24])[CH3:23])=[O:20])[C:11]([OH:13])=O)=[O:8])=[N+:2]=[N-:3].CN1CCOCC1.ClC(OCC(C)C)=O.[N+:44](=[CH2:46])=[N-:45]. The catalyst is C1COCC1.O. The product is [C:22]([O:21][C:19](=[O:20])[NH:18][CH2:17][CH2:16][CH2:15][CH2:14][C@H:10]([NH:9][C:7](=[O:8])[C:6]1[CH:26]=[CH:27][CH:28]=[C:4]([N:1]=[N+:2]=[N-:3])[CH:5]=1)[C:11](=[O:13])[CH:46]=[N+:44]=[N-:45])([CH3:25])([CH3:24])[CH3:23]. The yield is 0.781.